Dataset: Catalyst prediction with 721,799 reactions and 888 catalyst types from USPTO. Task: Predict which catalyst facilitates the given reaction. (1) Reactant: Br[C:2]1[CH:3]=[C:4]([F:14])[C:5]2[O:10][CH2:9][C@H:8]([CH2:11][OH:12])[O:7][C:6]=2[CH:13]=1.[CH3:15][S:16]([O-:18])=[O:17].[Na+].N1CCC[C@H]1C(O)=O.[OH-].[Na+]. Product: [F:14][C:4]1[C:5]2[O:10][CH2:9][C@H:8]([CH2:11][OH:12])[O:7][C:6]=2[CH:13]=[C:2]([S:16]([CH3:15])(=[O:18])=[O:17])[CH:3]=1. The catalyst class is: 156. (2) Reactant: [C:1]([OH:14])(=[O:13])/[CH:2]=[CH:3]/[C:4]1[CH:12]=[CH:11][C:9]([OH:10])=[C:6]([O:7][CH3:8])[CH:5]=1.[C:15](OC(=O)C)(=[O:17])[CH3:16].Cl. Product: [C:15]([O:10][C:9]1[CH:11]=[CH:12][C:4](/[CH:3]=[CH:2]/[C:1]([OH:14])=[O:13])=[CH:5][C:6]=1[O:7][CH3:8])(=[O:17])[CH3:16]. The catalyst class is: 17. (3) Reactant: ClC[CH2:3][C:4](Cl)=[O:5].S1[CH:11]=[CH:10]CS1.[C:12](=[O:15])([O-])[OH:13].[Na+].ClCC[C:20](SCC1CSCS1)=[O:21]. Product: [CH2:4]1[O:5][CH:20]([CH:12]2[O:15][CH2:11][CH2:10][O:13]2)[O:21][CH2:3]1. The catalyst class is: 11. (4) Reactant: [CH3:1][O:2][C:3]1[CH:4]=[C:5]([NH:11][C:12]([NH:14]C(=O)C2C=CC(F)=CC=2)=[S:13])[CH:6]=[C:7]([O:9][CH3:10])[CH:8]=1.Cl. Product: [CH3:1][O:2][C:3]1[CH:4]=[C:5]([NH:11][C:12]([NH2:14])=[S:13])[CH:6]=[C:7]([O:9][CH3:10])[CH:8]=1. The catalyst class is: 74. (5) Product: [C:25]([O:24][C@@H:18]([C:9]1[C:8]([CH3:29])=[CH:7][C:5]2[N:6]=[C:2]([C:37]3[CH:38]=[CH:39][C:34]4[N:33]=[CH:32][N:31]([CH3:30])[C:35]=4[CH:36]=3)[S:3][C:4]=2[C:10]=1[C:11]1[CH:16]=[CH:15][C:14]([Cl:17])=[CH:13][CH:12]=1)[C:19]([O:21][CH2:22][CH3:23])=[O:20])([CH3:28])([CH3:27])[CH3:26]. The catalyst class is: 518. Reactant: Br[C:2]1[S:3][C:4]2[C:10]([C:11]3[CH:16]=[CH:15][C:14]([Cl:17])=[CH:13][CH:12]=3)=[C:9]([C@H:18]([O:24][C:25]([CH3:28])([CH3:27])[CH3:26])[C:19]([O:21][CH2:22][CH3:23])=[O:20])[C:8]([CH3:29])=[CH:7][C:5]=2[N:6]=1.[CH3:30][N:31]1[C:35]2[CH:36]=[C:37](B(O)O)[CH:38]=[CH:39][C:34]=2[N:33]=[CH:32]1.C([O-])([O-])=O.[K+].[K+].